This data is from Reaction yield outcomes from USPTO patents with 853,638 reactions. The task is: Predict the reaction yield, written as a fraction of the theoretical maximum amount of product (1.0 means a 100% yield; for example, 0.34 means a 34% yield). (1) The yield is 0.140. The reactants are Cl[C:2]1[O:3][C:4]([C:8]2[CH:13]=[CH:12][C:11]([C:14]([F:17])([F:16])[F:15])=[CH:10][C:9]=2[F:18])=[C:5]([CH3:7])[N:6]=1.[C:19](#[N:21])[CH3:20]. The product is [F:18][C:9]1[CH:10]=[C:11]([C:14]([F:17])([F:16])[F:15])[CH:12]=[CH:13][C:8]=1[C:4]1[O:3][C:2]([NH:21][C:19]2[CH:13]=[CH:12][CH:11]=[C:10]3[C:20]=2[CH2:5][CH:4]([OH:3])[CH2:8][CH2:9]3)=[N:6][C:5]=1[CH3:7]. No catalyst specified. (2) The reactants are [CH3:1][C:2]([O:5][C:6](=[O:16])[C@H:7]([CH2:9][C:10]1[CH:15]=[CH:14][CH:13]=[CH:12][CH:11]=1)[NH2:8])([CH3:4])[CH3:3].Br[CH2:18][C:19]([O:21][C:22]([CH3:25])([CH3:24])[CH3:23])=[O:20]. The catalyst is C(#N)C.P([O-])([O-])([O-])=O. The product is [CH3:4][C:2]([O:5][C:6](=[O:16])[C@H:7]([CH2:9][C:10]1[CH:11]=[CH:12][CH:13]=[CH:14][CH:15]=1)[NH:8][CH2:18][C:19]([O:21][C:22]([CH3:25])([CH3:24])[CH3:23])=[O:20])([CH3:1])[CH3:3]. The yield is 0.810. (3) The reactants are [Br:1][C:2]1[CH:7]=[C:6](SC(C)C)[CH:5]=[CH:4][C:3]=1[CH3:12].O[O:14][S:15]([O-:17])=O.[K+].[CH2:19]1[CH2:23]OC[CH2:20]1. The catalyst is O.C(OCC)(=O)C. The product is [Br:1][C:2]1[CH:7]=[C:6]([S:15]([CH:19]([CH3:23])[CH3:20])(=[O:17])=[O:14])[CH:5]=[CH:4][C:3]=1[CH3:12]. The yield is 0.920. (4) The reactants are Br[C:2]1[CH:3]=[C:4]([Cl:20])[C:5]([CH2:8][N:9]2[C:17](=[O:18])[C:16]3[C:11](=[CH:12][CH:13]=[CH:14][CH:15]=3)[C:10]2=[O:19])=[N:6][CH:7]=1.C([O-])([O-])=O.[K+].[K+].[C:27]1(C)C=CC=C[CH:28]=1. The catalyst is C1C=CC([P]([Pd]([P](C2C=CC=CC=2)(C2C=CC=CC=2)C2C=CC=CC=2)([P](C2C=CC=CC=2)(C2C=CC=CC=2)C2C=CC=CC=2)[P](C2C=CC=CC=2)(C2C=CC=CC=2)C2C=CC=CC=2)(C2C=CC=CC=2)C2C=CC=CC=2)=CC=1. The product is [Cl:20][C:4]1[C:5]([CH2:8][N:9]2[C:17](=[O:18])[C:16]3[C:11](=[CH:12][CH:13]=[CH:14][CH:15]=3)[C:10]2=[O:19])=[N:6][CH:7]=[C:2]([CH:27]=[CH2:28])[CH:3]=1. The yield is 0.650. (5) The reactants are [CH3:1][S:2]([C:5]1[CH:6]=[C:7]([C:11]#[C:12][Si](C)(C)C)[CH:8]=[CH:9][CH:10]=1)(=[O:4])=[O:3].C([O-])([O-])=O.[K+].[K+]. The catalyst is CO. The product is [C:11]([C:7]1[CH:8]=[CH:9][CH:10]=[C:5]([S:2]([CH3:1])(=[O:3])=[O:4])[CH:6]=1)#[CH:12]. The yield is 0.820. (6) The reactants are [CH3:1][O:2][C:3]1[CH:4]=[C:5]2[C:10](=[CH:11][C:12]=1[O:13][CH3:14])[N:9]=[CH:8][N:7]=[C:6]2[O:15][C:16]1[CH:22]=[CH:21][C:19]([NH2:20])=[CH:18][CH:17]=1.Cl[C:24](Cl)([O:26][C:27](=[O:33])OC(Cl)(Cl)Cl)Cl.[CH2:35]([N:37]([CH2:41]C)[CH2:38][CH2:39]O)[CH3:36].C(=O)(O)[O-].[Na+]. The catalyst is C(Cl)Cl.C(N(CC)CC)C.C1(C)C=CC=CC=1. The product is [CH3:1][O:2][C:3]1[CH:4]=[C:5]2[C:10](=[CH:11][C:12]=1[O:13][CH3:14])[N:9]=[CH:8][N:7]=[C:6]2[O:15][C:16]1[CH:22]=[CH:21][C:19]([NH:20][C:27](=[O:33])[O:26][CH2:24][CH2:41][N:37]([CH2:38][CH3:39])[CH2:35][CH3:36])=[CH:18][CH:17]=1. The yield is 0.710.